This data is from Forward reaction prediction with 1.9M reactions from USPTO patents (1976-2016). The task is: Predict the product of the given reaction. (1) Given the reactants [Br:1][C:2]1[CH:3]=[C:4]([N:8]2[C:12](=O)[CH2:11][C:10]([CH3:15])([CH3:14])[C:9]2=O)[CH:5]=[CH:6][CH:7]=1.CO.O.C(Cl)Cl, predict the reaction product. The product is: [Br:1][C:2]1[CH:3]=[C:4]([N:8]2[CH2:12][CH2:11][C:10]([CH3:15])([CH3:14])[CH2:9]2)[CH:5]=[CH:6][CH:7]=1. (2) Given the reactants [CH2:1]([C:8]1[N:9]=[C:10]([C@@H:13]2[CH2:17][CH2:16][C@H:15]([NH2:18])[CH2:14]2)[S:11][CH:12]=1)[C:2]1[CH:7]=[CH:6][CH:5]=[CH:4][CH:3]=1.CCN(C(C)C)C(C)C.Cl[C:29]1[N:34]=[CH:33][N:32]=[C:31]2[N:35](C3CCCCO3)[N:36]=[CH:37][C:30]=12, predict the reaction product. The product is: [CH2:1]([C:8]1[N:9]=[C:10]([C@@H:13]2[CH2:17][CH2:16][C@H:15]([NH:18][C:29]3[N:34]=[CH:33][N:32]=[C:31]4[NH:35][N:36]=[CH:37][C:30]=34)[CH2:14]2)[S:11][CH:12]=1)[C:2]1[CH:3]=[CH:4][CH:5]=[CH:6][CH:7]=1. (3) Given the reactants Br[C:2]1[C:3]([N:22]2[CH2:26][CH2:25][C@@H:24]([OH:27])[CH2:23]2)=[N:4][CH:5]=[C:6]([CH:21]=1)[C:7]([NH:9][C:10]1[CH:15]=[CH:14][C:13]([O:16][C:17]([Cl:20])([F:19])[F:18])=[CH:12][CH:11]=1)=[O:8].[F:28][C:29]1[CH:34]=[CH:33][N:32]=[CH:31][C:30]=1B1OC(C)(C)C(C)(C)O1.C([O-])([O-])=O.[Na+].[Na+].CCOC(C)=O, predict the reaction product. The product is: [Cl:20][C:17]([F:19])([F:18])[O:16][C:13]1[CH:14]=[CH:15][C:10]([NH:9][C:7]([C:6]2[CH:21]=[C:2]([C:30]3[CH:31]=[N:32][CH:33]=[CH:34][C:29]=3[F:28])[C:3]([N:22]3[CH2:26][CH2:25][C@@H:24]([OH:27])[CH2:23]3)=[N:4][CH:5]=2)=[O:8])=[CH:11][CH:12]=1. (4) Given the reactants [CH3:1][O:2][C:3]1[CH:4]=[C:5]([C:9]2[CH:17]=[CH:16][CH:15]=[C:14]3[C:10]=2[CH2:11][C:12](=[O:18])[NH:13]3)[CH:6]=[CH:7][CH:8]=1.[CH2:19]([N:21]([CH2:36][CH3:37])[CH2:22][CH2:23][NH:24][C:25]([C:27]1[C:31]([CH3:32])=[C:30]([CH:33]=O)[NH:29][C:28]=1[CH3:35])=[O:26])[CH3:20], predict the reaction product. The product is: [CH2:36]([N:21]([CH2:19][CH3:20])[CH2:22][CH2:23][NH:24][C:25]([C:27]1[C:31]([CH3:32])=[C:30]([CH:33]=[C:11]2[C:10]3[C:14](=[CH:15][CH:16]=[CH:17][C:9]=3[C:5]3[CH:6]=[CH:7][CH:8]=[C:3]([O:2][CH3:1])[CH:4]=3)[NH:13][C:12]2=[O:18])[NH:29][C:28]=1[CH3:35])=[O:26])[CH3:37].